Dataset: Retrosynthesis with 50K atom-mapped reactions and 10 reaction types from USPTO. Task: Predict the reactants needed to synthesize the given product. Given the product CCNC(=O)c1noc(-c2cc(C(C)C)c(OCc3ccccc3)cc2OCc2ccccc2)c1-c1cnn(C(C)C)c1, predict the reactants needed to synthesize it. The reactants are: CCCC[Sn](CCCC)(CCCC)c1cnn(C(C)C)c1.CCNC(=O)c1noc(-c2cc(C(C)C)c(OCc3ccccc3)cc2OCc2ccccc2)c1I.